Dataset: Reaction yield outcomes from USPTO patents with 853,638 reactions. Task: Predict the reaction yield, written as a fraction of the theoretical maximum amount of product (1.0 means a 100% yield; for example, 0.34 means a 34% yield). (1) The reactants are Cl[C:2]1[CH:3]=[C:4]([C:9]2[N:13]3[CH:14]=[CH:15][C:16]([C:19]([OH:22])([CH3:21])[CH3:20])=[C:17]([F:18])[C:12]3=[N:11][CH:10]=2)[CH:5]=[CH:6][C:7]=1[F:8].[CH3:23][C:24]1[CH:33]=[CH:32][C:31]2[C:30](B(O)O)=[CH:29][CH:28]=[CH:27][C:26]=2[N:25]=1. No catalyst specified. The product is [F:18][C:17]1[C:12]2[N:13]([C:9]([C:4]3[CH:5]=[CH:6][C:7]([F:8])=[C:2]([C:30]4[CH:29]=[CH:28][CH:27]=[C:26]5[C:31]=4[CH:32]=[CH:33][C:24]([CH3:23])=[N:25]5)[CH:3]=3)=[CH:10][N:11]=2)[CH:14]=[CH:15][C:16]=1[C:19]([OH:22])([CH3:21])[CH3:20]. The yield is 0.0400. (2) The reactants are C1(S([C:10]2(SC)[CH2:15][C@@H:14]3[C@@:12]([C:16]4[CH:21]=[CH:20][C:19]([Cl:22])=[C:18]([Cl:23])[CH:17]=4)([CH2:13]3)[CH2:11]2)(=O)=O)C=CC=CC=1.C[OH:27].Cl. The catalyst is C(OCC)(=O)C.CCCCCC. The product is [Cl:23][C:18]1[CH:17]=[C:16]([C@@:12]23[CH2:13][C@@H:14]2[CH2:15][C:10](=[O:27])[CH2:11]3)[CH:21]=[CH:20][C:19]=1[Cl:22]. The yield is 0.990. (3) The reactants are [OH:1][CH2:2][CH2:3][O:4][C:5]1[C:10]([O:11][CH3:12])=[CH:9][C:8]([I:13])=[CH:7][C:6]=1[O:14][CH3:15].N1C=CN=C1.[C:21]([Si:25](Cl)([CH3:27])[CH3:26])([CH3:24])([CH3:23])[CH3:22].O. The catalyst is CN(C)C=O. The product is [O:1]([CH2:2][CH2:3][O:4][C:5]1[C:6]([O:14][CH3:15])=[CH:7][C:8]([I:13])=[CH:9][C:10]=1[O:11][CH3:12])[Si:25]([C:21]([CH3:24])([CH3:23])[CH3:22])([CH3:27])[CH3:26]. The yield is 0.950. (4) The reactants are [C:1]1([C:7]2[CH:12]=[CH:11][CH:10]=[CH:9][C:8]=2[OH:13])[CH:6]=[CH:5][CH:4]=[CH:3][CH:2]=1.[I-:14].[Na+].[OH-].[Na+].[O-]Cl.[Na+].S([O-])([O-])(=O)=S.[Na+].[Na+].Cl. The catalyst is CO.C(OCC)C. The product is [I:14][C:11]1[CH:12]=[C:7]([C:1]2[CH:2]=[CH:3][CH:4]=[CH:5][CH:6]=2)[C:8]([OH:13])=[CH:9][CH:10]=1. The yield is 0.890. (5) The reactants are [Cl:1][C:2]1[N:7]=[C:6]([NH:8][NH:9][C:10](=[O:30])[C@H:11]([CH2:24][CH:25]2[CH2:29][CH2:28][CH2:27][CH2:26]2)[CH2:12][N:13]([O:16]CC2C=CC=CC=2)[CH:14]=[O:15])[C:5]([F:31])=[C:4]([NH:32][CH:33]([CH3:35])[CH3:34])[N:3]=1. The catalyst is CO.[OH-].[OH-].[Pd+2]. The product is [Cl:1][C:2]1[N:7]=[C:6]([NH:8][NH:9][C:10](=[O:30])[C@H:11]([CH2:24][CH:25]2[CH2:29][CH2:28][CH2:27][CH2:26]2)[CH2:12][N:13]([OH:16])[CH:14]=[O:15])[C:5]([F:31])=[C:4]([NH:32][CH:33]([CH3:35])[CH3:34])[N:3]=1. The yield is 0.510. (6) The product is [C:1]([CH:3]1[CH2:4][N:5]([C:7](=[O:42])[C@H:8]([NH:12][C:13]([C:15]2[C:23]3[C:18](=[N:19][CH:20]=[C:21]([C:24]4[CH:25]=[CH:26][C:27]([C:30]([F:33])([F:32])[F:31])=[CH:28][CH:29]=4)[N:22]=3)[NH:17][CH:16]=2)=[O:14])[CH:9]2[CH2:11][CH2:10]2)[CH2:6]1)#[N:2]. The yield is 0.700. The reactants are [C:1]([CH:3]1[CH2:6][N:5]([C:7](=[O:42])[C@H:8]([NH:12][C:13]([C:15]2[C:23]3[C:18](=[N:19][CH:20]=[C:21]([C:24]4[CH:29]=[CH:28][C:27]([C:30]([F:33])([F:32])[F:31])=[CH:26][CH:25]=4)[N:22]=3)[N:17](COCC[Si](C)(C)C)[CH:16]=2)=[O:14])[CH:9]2[CH2:11][CH2:10]2)[CH2:4]1)#[N:2].FC(F)(F)C(O)=O.C([O-])(=O)C.[Na+].O. The catalyst is ClCCl.C(OCC)(=O)C.